Dataset: Full USPTO retrosynthesis dataset with 1.9M reactions from patents (1976-2016). Task: Predict the reactants needed to synthesize the given product. (1) Given the product [C:1]([C:9]1[C:18]2[C:13](=[CH:14][C:15]([O:19][CH3:20])=[CH:16][CH:17]=2)[CH:12]=[C:11]([CH2:26][C:25]([N:27]([CH2:66][CH3:68])[C:28]2[S:29][CH:30]=[CH:31][N:32]=2)=[O:49])[CH:10]=1)(=[O:8])[C:2]1[CH:7]=[CH:6][CH:5]=[CH:4][CH:3]=1, predict the reactants needed to synthesize it. The reactants are: [C:1]([C:9]1[C:18]2[C:13](=[CH:14][C:15]([O:19][CH3:20])=[CH:16][CH:17]=2)[CH:12]=[C:11](CC(O)=O)[CH:10]=1)(=[O:8])[C:2]1[CH:7]=[CH:6][CH:5]=[CH:4][CH:3]=1.[CH2:25]([NH:27][C:28]1[S:29][CH:30]=[CH:31][N:32]=1)[CH3:26].F[P-](F)(F)(F)(F)F.N1([O:49][P+](N(C)C)(N(C)C)N(C)C)C2C=CC=CC=2N=N1.CCN([CH:66]([CH3:68])C)C(C)C. (2) Given the product [N:1]([CH2:6][C:7]1[CH:8]=[CH:9][C:10]([CH2:11][C:12]2[CH:17]=[CH:16][C:15]([N+:18]([O-:20])=[O:19])=[CH:14][CH:13]=2)=[CH:21][CH:22]=1)=[N+:2]=[N-:3], predict the reactants needed to synthesize it. The reactants are: [N-:1]=[N+:2]=[N-:3].[Na+].Br[CH2:6][C:7]1[CH:22]=[CH:21][C:10]([CH2:11][C:12]2[CH:17]=[CH:16][C:15]([N+:18]([O-:20])=[O:19])=[CH:14][CH:13]=2)=[CH:9][CH:8]=1.O. (3) Given the product [CH3:40][O:39][CH2:38][C@H:37]([CH3:41])[O:36][C:21]1[CH:20]=[C:19]([CH:24]=[C:23]([C:25]2[NH:26][C:27]([C:30]3[O:31][C@@H:32]([CH3:35])[CH2:33][N:34]=3)=[CH:28][CH:29]=2)[CH:22]=1)[O:18][C:15]1[CH:16]=[CH:17][C:12]([S:9]([NH2:8])(=[O:10])=[O:11])=[N:13][CH:14]=1, predict the reactants needed to synthesize it. The reactants are: COC1C=CC(C[N:8](CC2C=CC(OC)=CC=2)[S:9]([C:12]2[CH:17]=[CH:16][C:15]([O:18][C:19]3[CH:24]=[C:23]([C:25]4[NH:26][C:27]([C:30]5[O:31][C@@H:32]([CH3:35])[CH2:33][N:34]=5)=[CH:28][CH:29]=4)[CH:22]=[C:21]([O:36][C@@H:37]([CH3:41])[CH2:38][O:39][CH3:40])[CH:20]=3)=[CH:14][N:13]=2)(=[O:11])=[O:10])=CC=1. (4) The reactants are: [CH2:1]([O:3][C:4]([C:6]1[C:11]([NH2:12])=[CH:10][N:9]=[N:8][CH:7]=1)=[O:5])[CH3:2].[F:13][C:14]1[CH:19]=[C:18]([F:20])[CH:17]=[C:16]([F:21])[C:15]=1[CH2:22][C:23](Cl)=[O:24]. Given the product [CH2:1]([O:3][C:4]([C:6]1[C:11]([NH:12][C:23](=[O:24])[CH2:22][C:15]2[C:16]([F:21])=[CH:17][C:18]([F:20])=[CH:19][C:14]=2[F:13])=[CH:10][N:9]=[N:8][CH:7]=1)=[O:5])[CH3:2], predict the reactants needed to synthesize it. (5) Given the product [Na+:2].[O:3]=[C:4]1[C:13]2[CH:12]=[CH:11][CH:10]=[C:9]3[NH:14][C:15]([C:17]([O-:19])=[O:18])=[CH:16][C:7]([C:8]=23)=[N:6][NH:5]1, predict the reactants needed to synthesize it. The reactants are: [OH-].[Na+:2].[O:3]=[C:4]1[C:13]2[CH:12]=[CH:11][CH:10]=[C:9]3[NH:14][C:15]([C:17]([OH:19])=[O:18])=[CH:16][C:7]([C:8]=23)=[N:6][NH:5]1. (6) Given the product [C:16]1([CH:15]([C:22]2[CH:27]=[CH:26][CH:25]=[CH:24][CH:23]=2)[CH2:14][CH2:13][NH:12][C:10]2[C:9]3[C:4](=[CH:5][CH:6]=[CH:7][CH:8]=3)[N:3]=[C:2]([C:32]3[CH:33]=[N:28][CH:29]=[N:30][CH:31]=3)[N:11]=2)[CH:21]=[CH:20][CH:19]=[CH:18][CH:17]=1, predict the reactants needed to synthesize it. The reactants are: Cl[C:2]1[N:11]=[C:10]([NH:12][CH2:13][CH2:14][CH:15]([C:22]2[CH:27]=[CH:26][CH:25]=[CH:24][CH:23]=2)[C:16]2[CH:21]=[CH:20][CH:19]=[CH:18][CH:17]=2)[C:9]2[C:4](=[CH:5][CH:6]=[CH:7][CH:8]=2)[N:3]=1.[N:28]1[CH:33]=[C:32](B(O)O)[CH:31]=[N:30][CH:29]=1.C(NC1C2C(=CC=CC=2)N=C(C2SC3C=CC=CC=3C=2)N=1)(C1C=CC=CC=1)C1C=CC=CC=1. (7) Given the product [CH3:1][C:2]1[CH:8]=[C:7]([N+:17]([O-:19])=[O:18])[CH:6]=[C:5]([CH3:9])[C:3]=1[NH:4][C:10](=[O:13])[CH3:11], predict the reactants needed to synthesize it. The reactants are: [CH3:1][C:2]1[CH:8]=[CH:7][CH:6]=[C:5]([CH3:9])[C:3]=1[NH2:4].[C:10]([O:13]C(=O)C)(=O)[CH3:11].[N+:17]([O-])([OH:19])=[O:18]. (8) Given the product [Cl:1][C:2]1[C:7]2[N:8]([CH2:11][C:12]([NH:16][CH:17]([C:19]3[CH:24]=[CH:23][C:22]([C:25]([C:26]#[N:27])([CH3:29])[CH3:28])=[C:21]([CH3:30])[CH:20]=3)[CH3:18])=[O:14])[CH:9]=[N:10][C:6]=2[CH:5]=[CH:4][C:3]=1[F:15], predict the reactants needed to synthesize it. The reactants are: [Cl:1][C:2]1[C:7]2[N:8]([CH2:11][C:12]([OH:14])=O)[CH:9]=[N:10][C:6]=2[CH:5]=[CH:4][C:3]=1[F:15].[NH2:16][CH:17]([C:19]1[CH:24]=[CH:23][C:22]([C:25]([CH3:29])([CH3:28])[C:26]#[N:27])=[C:21]([CH3:30])[CH:20]=1)[CH3:18].CN(C(ON1N=NC2C=CC=NC1=2)=[N+](C)C)C.F[P-](F)(F)(F)(F)F. (9) Given the product [F:1][C:2]1[CH:7]=[C:6]([O:8][CH2:9][C:10]2[CH:15]=[CH:14][C:13]([CH2:16][N:17]3[C:21]([CH2:22][CH2:23][C:24]4[CH:29]=[CH:28][CH:27]=[CH:26][CH:25]=4)=[CH:20][C:19]([C:30]4[CH:31]=[CH:32][C:33]([F:36])=[CH:34][CH:35]=4)=[N:18]3)=[CH:12][CH:11]=2)[CH:5]=[CH:4][C:3]=1[CH2:37][CH2:38][C:39]([OH:41])=[O:40], predict the reactants needed to synthesize it. The reactants are: [F:1][C:2]1[CH:7]=[C:6]([O:8][CH2:9][C:10]2[CH:15]=[CH:14][C:13]([CH2:16][N:17]3[C:21]([CH2:22][CH2:23][C:24]4[CH:29]=[CH:28][CH:27]=[CH:26][CH:25]=4)=[CH:20][C:19]([C:30]4[CH:35]=[CH:34][C:33]([F:36])=[CH:32][CH:31]=4)=[N:18]3)=[CH:12][CH:11]=2)[CH:5]=[CH:4][C:3]=1[CH2:37][CH2:38][C:39]([O:41]CC)=[O:40].[OH-].[Na+].Cl. (10) Given the product [CH:18]([C@@H:8]1[CH2:9][C@H:10]([N:13]([CH:15]([CH3:16])[CH3:17])[CH3:14])[CH2:11][CH2:12][C@@H:7]1[N:4]1[CH2:5][CH2:6][C@H:2]([NH:1][C:30]2[C:39]3[C:34](=[CH:35][CH:36]=[C:37]([C:40]([F:42])([F:43])[F:41])[CH:38]=3)[N:33]=[CH:32][N:31]=2)[C:3]1=[O:21])([CH3:20])[CH3:19].[CH:18]([C@@H:8]1[CH2:9][C@@H:10]([N:13]([CH:15]([CH3:16])[CH3:17])[CH3:14])[CH2:11][CH2:12][C@@H:7]1[N:4]1[CH2:5][CH2:6][C@H:2]([NH:1][C:30]2[C:39]3[C:34](=[CH:35][CH:36]=[C:37]([C:40]([F:42])([F:43])[F:41])[CH:38]=3)[N:33]=[CH:32][N:31]=2)[C:3]1=[O:21])([CH3:20])[CH3:19], predict the reactants needed to synthesize it. The reactants are: [NH2:1][C@H:2]1[CH2:6][CH2:5][N:4]([C@H:7]2[CH2:12][CH2:11][CH:10]([N:13]([CH:15]([CH3:17])[CH3:16])[CH3:14])[CH2:9][C@H:8]2[CH:18]([CH3:20])[CH3:19])[C:3]1=[O:21].C(N(CC)CC)C.Cl[C:30]1[C:39]2[C:34](=[CH:35][CH:36]=[C:37]([C:40]([F:43])([F:42])[F:41])[CH:38]=2)[N:33]=[CH:32][N:31]=1.